This data is from Full USPTO retrosynthesis dataset with 1.9M reactions from patents (1976-2016). The task is: Predict the reactants needed to synthesize the given product. (1) Given the product [F:1][C:2]1[CH:7]=[N:6][C:5]2[N:8]([S:23]([C:20]3[CH:21]=[CH:22][C:17]([CH3:16])=[CH:18][CH:19]=3)(=[O:25])=[O:24])[CH:9]=[C:10]([I:11])[C:4]=2[C:3]=1[CH:12]=[O:13], predict the reactants needed to synthesize it. The reactants are: [F:1][C:2]1[CH:7]=[N:6][C:5]2[NH:8][CH:9]=[C:10]([I:11])[C:4]=2[C:3]=1[CH:12]=[O:13].[OH-].[Na+].[CH3:16][C:17]1[CH:22]=[CH:21][C:20]([S:23](Cl)(=[O:25])=[O:24])=[CH:19][CH:18]=1. (2) Given the product [CH2:16]([N:23]1[CH:27]=[CH:26][CH:25]=[C:24]1[CH:28]=[CH:11][C:12]([O:14][CH3:15])=[O:13])[C:17]1[CH:22]=[CH:21][CH:20]=[CH:19][CH:18]=1, predict the reactants needed to synthesize it. The reactants are: [H-].[Na+].C(OP([CH2:11][C:12]([O:14][CH3:15])=[O:13])(=O)OCC)C.[CH2:16]([N:23]1[CH:27]=[CH:26][CH:25]=[C:24]1[CH:28]=O)[C:17]1[CH:22]=[CH:21][CH:20]=[CH:19][CH:18]=1. (3) Given the product [F:1][C:2]1[CH:3]=[C:4]([CH:7]=[CH:8][C:9]=1[O:19][C:15]1[CH:16]=[N:17][CH:18]=[C:13]([C:12]([F:21])([F:11])[F:20])[CH:14]=1)[CH:5]=[O:6], predict the reactants needed to synthesize it. The reactants are: [F:1][C:2]1[CH:3]=[C:4]([CH:7]=[CH:8][C:9]=1F)[CH:5]=[O:6].[F:11][C:12]([F:21])([F:20])[C:13]1[CH:14]=[C:15]([OH:19])[CH:16]=[N:17][CH:18]=1. (4) Given the product [O:4]1[C:8]2[CH:9]=[CH:10][CH:11]=[C:12]([N:13]3[CH2:18][CH2:17][N:16]([CH2:19][CH2:20][C@H:21]4[CH2:26][CH2:25][C@H:24]([NH:27][C:33]([CH:29]5[CH2:30][CH2:31][CH2:32][O:28]5)=[O:34])[CH2:23][CH2:22]4)[CH2:15][CH2:14]3)[C:7]=2[O:6][CH2:5]1, predict the reactants needed to synthesize it. The reactants are: Cl.Cl.Cl.[O:4]1[C:8]2[CH:9]=[CH:10][CH:11]=[C:12]([N:13]3[CH2:18][CH2:17][N:16]([CH2:19][CH2:20][C@H:21]4[CH2:26][CH2:25][C@H:24]([NH2:27])[CH2:23][CH2:22]4)[CH2:15][CH2:14]3)[C:7]=2[O:6][CH2:5]1.[O:28]1[CH2:32][CH2:31][CH2:30][CH:29]1[C:33](O)=[O:34]. (5) Given the product [F:50][C:47]1[CH:46]=[CH:45][C:44]([C:32]2[S:31][C:30]3[C:28]([OH:29])=[C:37]([C:38]([NH:18][CH2:19][C:20]([OH:22])=[O:21])=[O:40])[N:36]=[CH:35][C:34]=3[CH:33]=2)=[CH:49][CH:48]=1, predict the reactants needed to synthesize it. The reactants are: COC(C1C=C(C2C=CC(F)=CC=2)SC=1C(=O)[NH:18][CH2:19][C:20]([O:22]CC)=[O:21])=O.CO[C:28]([C:30]1[S:31][C:32]([C:44]2[CH:49]=[CH:48][C:47]([F:50])=[CH:46][CH:45]=2)=[CH:33][C:34]=1[C:35](=O)[NH:36][CH2:37][C:38]([O:40]CC)=O)=[O:29]. (6) Given the product [Cl:21][C:22]1[C:29]([CH:32]=[O:31])=[C:28]([F:30])[CH:27]=[CH:26][C:23]=1[C:24]#[N:25], predict the reactants needed to synthesize it. The reactants are: C(NC(C)C)(C)C.C([Li])CCC.C([N-]C(C)C)(C)C.[Li+].[Cl:21][C:22]1[CH:29]=[C:28]([F:30])[CH:27]=[CH:26][C:23]=1[C:24]#[N:25].[O:31]1CCC[CH2:32]1.